This data is from Full USPTO retrosynthesis dataset with 1.9M reactions from patents (1976-2016). The task is: Predict the reactants needed to synthesize the given product. Given the product [Cl:1][C:2]1[C:3]2[C:7]([CH:8]=[CH:9][CH:10]=1)=[N:6][N:5]1[C:20]([C@H:22]3[CH2:27][CH2:26][N:25]([C:28]([O:30][C:31]([CH3:34])([CH3:33])[CH3:32])=[O:29])[C@@H:24]([CH3:35])[CH2:23]3)=[CH:16][C:15](=[O:14])[NH:11][C:4]=21, predict the reactants needed to synthesize it. The reactants are: [Cl:1][C:2]1[CH:10]=[CH:9][CH:8]=[C:7]2[C:3]=1[C:4]([NH2:11])=[N:5][NH:6]2.CC1(C)OC(=O)[CH:16]([C:20]([C@H:22]2[CH2:27][CH2:26][N:25]([C:28]([O:30][C:31]([CH3:34])([CH3:33])[CH3:32])=[O:29])[C@@H:24]([CH3:35])[CH2:23]2)=O)[C:15](=O)[O:14]1.Cl.